From a dataset of Merck oncology drug combination screen with 23,052 pairs across 39 cell lines. Regression. Given two drug SMILES strings and cell line genomic features, predict the synergy score measuring deviation from expected non-interaction effect. (1) Drug 1: O=c1[nH]cc(F)c(=O)[nH]1. Drug 2: NC1(c2ccc(-c3nc4ccn5c(=O)[nH]nc5c4cc3-c3ccccc3)cc2)CCC1. Cell line: MSTO. Synergy scores: synergy=-35.3. (2) Drug 1: Nc1ccn(C2OC(CO)C(O)C2(F)F)c(=O)n1. Drug 2: COC1=C2CC(C)CC(OC)C(O)C(C)C=C(C)C(OC(N)=O)C(OC)C=CC=C(C)C(=O)NC(=CC1=O)C2=O. Cell line: A2058. Synergy scores: synergy=9.00. (3) Drug 1: Cc1nc(Nc2ncc(C(=O)Nc3c(C)cccc3Cl)s2)cc(N2CCN(CCO)CC2)n1. Drug 2: COC1=C2CC(C)CC(OC)C(O)C(C)C=C(C)C(OC(N)=O)C(OC)C=CC=C(C)C(=O)NC(=CC1=O)C2=O. Cell line: NCIH1650. Synergy scores: synergy=52.5. (4) Drug 1: N#Cc1ccc(Cn2cncc2CN2CCN(c3cccc(Cl)c3)C(=O)C2)cc1. Drug 2: CCC1=CC2CN(C1)Cc1c([nH]c3ccccc13)C(C(=O)OC)(c1cc3c(cc1OC)N(C)C1C(O)(C(=O)OC)C(OC(C)=O)C4(CC)C=CCN5CCC31C54)C2. Cell line: SKOV3. Synergy scores: synergy=-7.01. (5) Drug 2: CCc1c2c(nc3ccc(O)cc13)-c1cc3c(c(=O)n1C2)COC(=O)C3(O)CC. Cell line: HCT116. Drug 1: NC1(c2ccc(-c3nc4ccn5c(=O)[nH]nc5c4cc3-c3ccccc3)cc2)CCC1. Synergy scores: synergy=21.8. (6) Drug 1: CC1CC2C3CCC4=CC(=O)C=CC4(C)C3(F)C(O)CC2(C)C1(O)C(=O)CO. Drug 2: CCN(CC)CCNC(=O)c1c(C)[nH]c(C=C2C(=O)Nc3ccc(F)cc32)c1C. Cell line: NCIH1650. Synergy scores: synergy=16.6. (7) Drug 1: C=CCn1c(=O)c2cnc(Nc3ccc(N4CCN(C)CC4)cc3)nc2n1-c1cccc(C(C)(C)O)n1. Drug 2: O=C(NOCC(O)CO)c1ccc(F)c(F)c1Nc1ccc(I)cc1F. Cell line: LOVO. Synergy scores: synergy=7.22. (8) Drug 2: NC1(c2ccc(-c3nc4ccn5c(=O)[nH]nc5c4cc3-c3ccccc3)cc2)CCC1. Cell line: COLO320DM. Drug 1: O=C(CCCCCCC(=O)Nc1ccccc1)NO. Synergy scores: synergy=17.5. (9) Synergy scores: synergy=17.1. Cell line: A375. Drug 1: COC1CC2CCC(C)C(O)(O2)C(=O)C(=O)N2CCCCC2C(=O)OC(C(C)CC2CCC(OP(C)(C)=O)C(OC)C2)CC(=O)C(C)C=C(C)C(O)C(OC)C(=O)C(C)CC(C)C=CC=CC=C1C. Drug 2: COC1=C2CC(C)CC(OC)C(O)C(C)C=C(C)C(OC(N)=O)C(OC)C=CC=C(C)C(=O)NC(=CC1=O)C2=O.